From a dataset of Experimentally validated miRNA-target interactions with 360,000+ pairs, plus equal number of negative samples. Binary Classification. Given a miRNA mature sequence and a target amino acid sequence, predict their likelihood of interaction. (1) The miRNA is hsa-miR-525-3p with sequence GAAGGCGCUUCCCUUUAGAGCG. The protein sequence of the target gene is MPGRKARRNAPVNPTRAELPPEFAAQLRKIGDKVYCTWSAPDITVVLAQMPGKSQKSRMRSPSPTRVPADLKDECAQLRRIGDKVNLRQKLLNLISKLFNLVT. Result: 0 (no interaction). (2) The miRNA is hsa-miR-330-5p with sequence UCUCUGGGCCUGUGUCUUAGGC. Result: 0 (no interaction). The protein sequence of the target gene is MSGGRFDFDDGGAYCGGWEGGKAHGHGLCTGPKGQGEYSGSWNFGFEVAGVYTWPSGNTFEGYWSQGKRHGLGIETKGRWLYKGEWTHGFKGRYGIRQSSSSGAKYEGTWNNGLQDGYGTETYADGGTYQGQFTNGMRHGYGVRQSVPYGMAVVVRSPLRTSLSSLRSEHSNGTVAPDSPASPASDGPALPSPAIPRGGFALSLLANAEAAARAPKGGGLFQRGALLGKLRRAESRTSVGSQRSRVSFLKSDLSSGASDAASTASLGEAAEGADEAAPFEADIDATTTETYMGEWKNDKR.... (3) The miRNA is hsa-miR-548aq-3p with sequence CAAAAACUGCAAUUACUUUUGC. The protein sequence of the target gene is MERSQSRLSLSASFEALAIYFPCMNSFDDEDAGDSRRLKGAIQRSTETGLAVEMPSRTLRQASHESIEDSMNSYGSEGNLNYGGVCLASDAQFSDFLGSMGPAQFVGRQTLATTPMGDVEIGLQERNGQLEVDIIQARGLTAKPGSKTLPAAYIKAYLLENGICIAKKKTKVARKSLDPLYNQVLLFPESPQGKVLQVIVWGNYGRMERKQFMGVARVLLEELDLTTLAVGWYKLFPTSSMVDPATGPLLRQASQLSLESTVGPCGERS. Result: 1 (interaction). (4) The miRNA is hsa-miR-1303 with sequence UUUAGAGACGGGGUCUUGCUCU. The protein sequence of the target gene is MGLPEPGPLRLLALLLLLLLLLLLQLQHLAAAAADPLLGGQGPAKDCEKDQFQCRNERCIPSVWRCDEDDDCLDHSDEDDCPKKTCADSDFTCDNGHCIHERWKCDGEEECPDGSDESEATCTKQVCPAEKLSCGPTSHKCVPASWRCDGEKDCEGGADEAGCATLCAPHEFQCGNRSCLAAVFVCDGDDDCGDGSDERGCADPACGPREFRCGGDGGGACIPERWVCDRQFDCEDRSDEAAELCGRPGPGATSAPAACATASQFACRSGECVHLGWRCDGDRDCKDKSDEADCPLGTCR.... Result: 0 (no interaction). (5) The miRNA is hsa-miR-5003-5p with sequence UCACAACAACCUUGCAGGGUAGA. The protein sequence of the target gene is MAASMFYGRLVAVATLRNHRPRTAQRAAAQVLGSSGLFNNHGLQVQQQQQRNLSLHEYMSMELLQEAGVSVPKGYVAKSPDEAYAIAKKLGSKDVVIKAQVLAGGRGKGTFESGLKGGVKIVFSPEEAKAVSSQMIGKKLFTKQTGEKGRICNQVLVCERKYPRREYYFAITMERSFQGPVLIGSSHGGVNIEDVAAESPEAIIKEPIDIEEGIKKEQALQLAQKMGFPPNIVESAAENMVKLYSLFLKYDATMIEINPMVEDSDGAVLCMDAKINFDSNSAYRQKKIFDLQDWTQEDER.... Result: 0 (no interaction).